From a dataset of Forward reaction prediction with 1.9M reactions from USPTO patents (1976-2016). Predict the product of the given reaction. Given the reactants C(O)(=[O:6])C(C)(C)C.OO.[Cl:10][C:11]1[N:12]=[N:13][C:14]([Cl:17])=[CH:15][CH:16]=1.C1(=O)OC(=O)C=C1.S([O-])([O-])=O.[Na+].[Na+], predict the reaction product. The product is: [Cl:10][C:11]1[N:12]=[N+:13]([O-:6])[C:14]([Cl:17])=[CH:15][CH:16]=1.